From a dataset of Catalyst prediction with 721,799 reactions and 888 catalyst types from USPTO. Predict which catalyst facilitates the given reaction. (1) Reactant: [OH:1][C:2]1[CH:3]=[C:4]2[C:8](=[CH:9][CH:10]=1)[C:7](=[O:11])[CH2:6][CH2:5]2.C(=O)([O-])[O-].[K+].[K+].[CH2:18](I)[CH3:19]. Product: [CH2:18]([O:1][C:2]1[CH:3]=[C:4]2[C:8](=[CH:9][CH:10]=1)[C:7](=[O:11])[CH2:6][CH2:5]2)[CH3:19]. The catalyst class is: 21. (2) Reactant: C1C2C(COC([N:18]3[CH2:23][C@@H:22]([C:24](=[O:38])[N:25]([CH:35]4[CH2:37][CH2:36]4)[CH2:26][C:27]4[CH:32]=[CH:31][CH:30]=[C:29]([Cl:33])[C:28]=4[Cl:34])[CH2:21][C@@H:20]([NH2:39])[CH2:19]3)=O)C3C(=CC=CC=3)C=2C=CC=1.Cl.Cl[C:42]([O:44][CH2:45][CH2:46][O:47][CH3:48])=[O:43]. Product: [CH3:48][O:47][CH2:46][CH2:45][O:44][C:42](=[O:43])[NH:39][C@@H:20]1[CH2:21][C@H:22]([C:24](=[O:38])[N:25]([CH:35]2[CH2:36][CH2:37]2)[CH2:26][C:27]2[CH:32]=[CH:31][CH:30]=[C:29]([Cl:33])[C:28]=2[Cl:34])[CH2:23][NH:18][CH2:19]1. The catalyst class is: 23. (3) Reactant: Cl[C:2]1[C:11]2[C:6](=[CH:7][CH:8]=[C:9]([N+:12]([O-])=O)[CH:10]=2)[N:5]=[CH:4][C:3]=1[C:15]#[N:16].[NH2:17][C:18]1[CH:26]=[CH:25][C:21]([C:22]([NH2:24])=[O:23])=[CH:20][CH:19]=1.O.O.[Sn](Cl)(Cl)(Cl)Cl. Product: [NH2:12][C:9]1[CH:10]=[C:11]2[C:6](=[CH:7][CH:8]=1)[N:5]=[CH:4][C:3]([C:15]#[N:16])=[C:2]2[NH:17][C:18]1[CH:26]=[CH:25][C:21]([C:22]([NH2:24])=[O:23])=[CH:20][CH:19]=1. The catalyst class is: 14. (4) Reactant: C(O)(=O)C(O)=O.C[O:8][C:9](=[O:38])[C:10]1[CH:15]=[CH:14][CH:13]=[N:12][C:11]=1[O:16][C:17]1[CH:22]=[CH:21][C:20]([CH2:23][C@H:24]([NH:27][CH2:28][C@@H:29]([C:31]2[CH:36]=[CH:35][CH:34]=[C:33]([Cl:37])[CH:32]=2)[OH:30])[CH2:25][OH:26])=[CH:19][CH:18]=1.[OH-].[Na+]. Product: [Cl:37][C:33]1[CH:32]=[C:31]([C@@H:29]([OH:30])[CH2:28][NH:27][C@H:24]([CH2:25][OH:26])[CH2:23][C:20]2[CH:19]=[CH:18][C:17]([O:16][C:11]3[N:12]=[CH:13][CH:14]=[CH:15][C:10]=3[C:9]([OH:38])=[O:8])=[CH:22][CH:21]=2)[CH:36]=[CH:35][CH:34]=1. The catalyst class is: 5. (5) Reactant: [CH2:1]([O:3][C:4]1[CH:5]=[C:6]2[C:11](=[C:12]3[CH2:16][C:15]([CH3:18])([CH3:17])[O:14][C:13]=13)[C:10]([C:19]1[CH:20]=[C:21]([CH:26]=[CH:27][CH:28]=1)[C:22]([NH:24][CH3:25])=[O:23])=[N:9][C:8]([CH3:30])([CH3:29])[CH:7]2[OH:31])[CH3:2]. Product: [CH2:1]([O:3][C:4]1[CH:5]=[C:6]2[C:11](=[C:12]3[CH2:16][C:15]([CH3:18])([CH3:17])[O:14][C:13]=13)[C:10]([C:19]1[CH:20]=[C:21]([CH:26]=[CH:27][CH:28]=1)[C:22]([NH:24][CH3:25])=[O:23])=[N:9][C:8]([CH3:30])([CH3:29])[C:7]2=[O:31])[CH3:2]. The catalyst class is: 428. (6) Reactant: [F:1][C:2]1[CH:3]=[CH:4][C:5]2[N:9]=[C:8]([C@@H:10]([NH2:12])[CH3:11])[N:7]([C:13]3[CH:14]=[N:15][CH:16]=[CH:17][CH:18]=3)[C:6]=2[CH:19]=1.Cl[C:21]1[N:29]=[CH:28][N:27]=[C:26]2[C:22]=1[N:23]=[CH:24][N:25]2C1CCCCO1.CCN(C(C)C)C(C)C. Product: [F:1][C:2]1[CH:3]=[CH:4][C:5]2[N:9]=[C:8]([CH:10]([NH:12][C:21]3[N:29]=[CH:28][N:27]=[C:26]4[C:22]=3[N:23]=[CH:24][NH:25]4)[CH3:11])[N:7]([C:13]3[CH:14]=[N:15][CH:16]=[CH:17][CH:18]=3)[C:6]=2[CH:19]=1. The catalyst class is: 51. (7) Reactant: [Br:1][C:2]1[CH:10]=[C:9]2[C:5]([C:6]3[CH2:17][N:16]4[CH:12]([CH2:13][CH2:14][CH2:15]4)[CH2:11][C:7]=3[NH:8]2)=[CH:4][CH:3]=1.[H-].[Na+].[S:20](Cl)([C:23]1[CH:29]=[CH:28][C:26]([CH3:27])=[CH:25][CH:24]=1)(=[O:22])=[O:21]. Product: [Br:1][C:2]1[CH:10]=[C:9]2[C:5]([C:6]3[CH2:17][N:16]4[CH:12]([CH2:13][CH2:14][CH2:15]4)[CH2:11][C:7]=3[N:8]2[S:20]([C:23]2[CH:29]=[CH:28][C:26]([CH3:27])=[CH:25][CH:24]=2)(=[O:22])=[O:21])=[CH:4][CH:3]=1. The catalyst class is: 1. (8) Reactant: [CH3:1][N:2]1[C:6]([C:7]2[CH:8]=[C:9]([NH2:22])[CH:10]=[CH:11][C:12]=2[O:13][CH2:14][CH2:15][N:16]2[CH2:21][CH2:20][S:19][CH2:18][CH2:17]2)=[CH:5][CH:4]=[N:3]1.C(Cl)Cl.N1C=CC=CC=1.Cl[C:33]([O:35][CH:36]([CH3:38])[CH3:37])=[O:34]. Product: [CH:36]([O:35][C:33](=[O:34])[NH:22][C:9]1[CH:10]=[CH:11][C:12]([O:13][CH2:14][CH2:15][N:16]2[CH2:17][CH2:18][S:19][CH2:20][CH2:21]2)=[C:7]([C:6]2[N:2]([CH3:1])[N:3]=[CH:4][CH:5]=2)[CH:8]=1)([CH3:38])[CH3:37]. The catalyst class is: 16. (9) Reactant: [C:1]1([OH:7])[CH:6]=[CH:5][CH:4]=[CH:3][CH:2]=1.[H-].[Na+].CS(O[CH:15]1[CH2:18][N:17]([CH:19]([C:26]2[CH:31]=[CH:30][CH:29]=[CH:28][CH:27]=2)[C:20]2[CH:25]=[CH:24][CH:23]=[CH:22][CH:21]=2)[CH2:16]1)(=O)=O. Product: [C:20]1([CH:19]([C:26]2[CH:31]=[CH:30][CH:29]=[CH:28][CH:27]=2)[N:17]2[CH2:18][CH:15]([O:7][C:1]3[CH:6]=[CH:5][CH:4]=[CH:3][CH:2]=3)[CH2:16]2)[CH:21]=[CH:22][CH:23]=[CH:24][CH:25]=1. The catalyst class is: 11.